Dataset: Peptide-MHC class I binding affinity with 185,985 pairs from IEDB/IMGT. Task: Regression. Given a peptide amino acid sequence and an MHC pseudo amino acid sequence, predict their binding affinity value. This is MHC class I binding data. The peptide sequence is SAEVVTLWY. The MHC is HLA-A68:02 with pseudo-sequence HLA-A68:02. The binding affinity (normalized) is 0.0847.